Dataset: Reaction yield outcomes from USPTO patents with 853,638 reactions. Task: Predict the reaction yield, written as a fraction of the theoretical maximum amount of product (1.0 means a 100% yield; for example, 0.34 means a 34% yield). (1) The reactants are CCN(CC)CC.[SH:8][CH2:9][C:10]([OH:12])=[O:11].Cl[C:14]1[CH:19]=[CH:18][C:17]([N+:20]([O-:22])=[O:21])=[CH:16][C:15]=1[N+:23]([O-:25])=[O:24].O. The catalyst is O1CCOCC1. The product is [N+:20]([C:17]1[CH:16]=[C:15]([N+:23]([O-:25])=[O:24])[CH:14]=[CH:19][C:18]=1[S:8][CH2:9][C:10]([OH:12])=[O:11])([O-:22])=[O:21]. The yield is 0.740. (2) The reactants are [Si:1]([O:18][CH2:19][C@H:20]1[NH:24][C:23](=[O:25])[CH2:22][CH2:21]1)([C:14]([CH3:17])([CH3:16])[CH3:15])([C:8]1[CH:13]=[CH:12][CH:11]=[CH:10][CH:9]=1)[C:2]1[CH:7]=[CH:6][CH:5]=[CH:4][CH:3]=1.[CH3:26][C:27]([O:30][C:31](O[C:31]([O:30][C:27]([CH3:29])([CH3:28])[CH3:26])=[O:32])=[O:32])([CH3:29])[CH3:28]. The product is [C:27]([O:30][C:31]([N:24]1[CH:20]([CH2:19][O:18][Si:1]([C:14]([CH3:17])([CH3:15])[CH3:16])([C:8]2[CH:13]=[CH:12][CH:11]=[CH:10][CH:9]=2)[C:2]2[CH:7]=[CH:6][CH:5]=[CH:4][CH:3]=2)[CH2:21][CH2:22][C:23]1=[O:25])=[O:32])([CH3:29])([CH3:28])[CH3:26]. The yield is 0.890. The catalyst is C(#N)C.CN(C1C=CN=CC=1)C.